From a dataset of Full USPTO retrosynthesis dataset with 1.9M reactions from patents (1976-2016). Predict the reactants needed to synthesize the given product. Given the product [Cl:1][C:2]1[CH:7]=[C:6]([Cl:8])[CH:5]=[CH:4][C:3]=1[O:9][C:11]1[CH:18]=[CH:17][CH:16]=[CH:15][C:12]=1[C:13]#[N:14], predict the reactants needed to synthesize it. The reactants are: [Cl:1][C:2]1[CH:7]=[C:6]([Cl:8])[CH:5]=[CH:4][C:3]=1[OH:9].F[C:11]1[CH:18]=[CH:17][CH:16]=[CH:15][C:12]=1[C:13]#[N:14].C(=O)([O-])[O-].[K+].[K+].